The task is: Predict the reaction yield, written as a fraction of the theoretical maximum amount of product (1.0 means a 100% yield; for example, 0.34 means a 34% yield).. This data is from Reaction yield outcomes from USPTO patents with 853,638 reactions. (1) The reactants are [Cl:1][C:2]1[CH:7]=[CH:6][C:5]([NH:8][NH2:9])=[C:4]([CH3:10])[CH:3]=1.[C:11]([O:16][CH2:17][CH3:18])(=[O:15])[C:12]([CH3:14])=O.C([O-])(O)=O.[Na+]. The catalyst is C(O)(=O)C. The product is [CH2:17]([O:16][C:11](=[O:15])[C:12](=[N:9][NH:8][C:5]1[CH:6]=[CH:7][C:2]([Cl:1])=[CH:3][C:4]=1[CH3:10])[CH3:14])[CH3:18]. The yield is 0.970. (2) The reactants are C([O:3][C:4]([C:6]1[C:7]([C:12]2[CH:17]=[CH:16][CH:15]=[CH:14][N:13]=2)=[N:8][O:9][C:10]=1[CH3:11])=O)C.[H-].[Al+3].[Li+].[H-].[H-].[H-].O.[OH-].[Na+]. The catalyst is C1COCC1. The product is [CH3:11][C:10]1[O:9][N:8]=[C:7]([C:12]2[CH:17]=[CH:16][CH:15]=[CH:14][N:13]=2)[C:6]=1[CH2:4][OH:3]. The yield is 0.860. (3) The reactants are [C:1]1([C:7]2[CH:8]=[C:9]3[C:13](=[CH:14][CH:15]=2)[NH:12][C:11](=[O:16])[CH2:10]3)[CH:6]=[CH:5][CH:4]=[CH:3][CH:2]=1.[CH2:17]([N:19]([CH2:34][CH3:35])[CH2:20][CH2:21][CH2:22][C:23]1[CH:24]=[C:25]2[C:29](=[CH:30][CH:31]=1)[NH:28][C:27]([CH:32]=O)=[CH:26]2)[CH3:18].N1CCCCC1. The catalyst is C(O)C. The product is [CH2:34]([N:19]([CH2:17][CH3:18])[CH2:20][CH2:21][CH2:22][C:23]1[CH:24]=[C:25]2[C:29](=[CH:30][CH:31]=1)[NH:28][C:27]([CH:32]=[C:10]1[C:9]3[C:13](=[CH:14][CH:15]=[C:7]([C:1]4[CH:2]=[CH:3][CH:4]=[CH:5][CH:6]=4)[CH:8]=3)[NH:12][C:11]1=[O:16])=[CH:26]2)[CH3:35]. The yield is 0.110. (4) The reactants are C(=O)([O-])[O-].[Na+].[Na+].Br[C:8]1[N:9]([C:24]2[C:33]3[C:28](=[CH:29][CH:30]=[CH:31][CH:32]=3)[C:27]([CH:34]3[CH2:36][CH2:35]3)=[CH:26][CH:25]=2)[C:10]([S:13][C:14]([CH3:23])([CH3:22])[C:15]([O:17][C:18]([CH3:21])([CH3:20])[CH3:19])=[O:16])=[N:11][N:12]=1.[C:37]1(B(O)O)[CH:42]=[CH:41][CH:40]=[CH:39][CH:38]=1. The catalyst is C1(C)C=CC=CC=1.C1COCC1.C1C=CC([P]([Pd]([P](C2C=CC=CC=2)(C2C=CC=CC=2)C2C=CC=CC=2)([P](C2C=CC=CC=2)(C2C=CC=CC=2)C2C=CC=CC=2)[P](C2C=CC=CC=2)(C2C=CC=CC=2)C2C=CC=CC=2)(C2C=CC=CC=2)C2C=CC=CC=2)=CC=1. The product is [CH:34]1([C:27]2[C:28]3[C:33](=[CH:32][CH:31]=[CH:30][CH:29]=3)[C:24]([N:9]3[C:8]([C:37]4[CH:42]=[CH:41][CH:40]=[CH:39][CH:38]=4)=[N:12][N:11]=[C:10]3[S:13][C:14]([CH3:23])([CH3:22])[C:15]([O:17][C:18]([CH3:21])([CH3:20])[CH3:19])=[O:16])=[CH:25][CH:26]=2)[CH2:36][CH2:35]1. The yield is 0.730. (5) The reactants are [CH2:1]([O:8][C:9]1[CH:23]=[C:22]([CH2:24][CH3:25])[CH:21]=[CH:20][C:10]=1[O:11][C:12]1[CH:18]=[CH:17][C:15]([NH2:16])=[CH:14][C:13]=1[F:19])[C:2]1[CH:7]=[CH:6][CH:5]=[CH:4][CH:3]=1.BrCCCC1C=CC=[C:32]2[C:33]([NH:35]C(=O)[C:31]=12)=O.O.NN. The catalyst is C(O)C.C(OC(=O)C)C. The product is [CH2:1]([O:8][C:9]1[CH:23]=[C:22]([CH2:24][CH3:25])[CH:21]=[CH:20][C:10]=1[O:11][C:12]1[CH:18]=[CH:17][C:15]([NH:16][CH2:31][CH2:32][CH2:33][NH2:35])=[CH:14][C:13]=1[F:19])[C:2]1[CH:3]=[CH:4][CH:5]=[CH:6][CH:7]=1. The yield is 0.188.